Dataset: Experimentally validated miRNA-target interactions with 360,000+ pairs, plus equal number of negative samples. Task: Binary Classification. Given a miRNA mature sequence and a target amino acid sequence, predict their likelihood of interaction. (1) The miRNA is hsa-miR-4293 with sequence CAGCCUGACAGGAACAG. The protein sequence of the target gene is MCRIAGAPRTLLPLLAALLQASVEASGEIALCKTGFPEDVYSAVLPKDVHEGQPLLNVKFSNCNRKRKVQYESSEPADFKVDEDGTVYAVRSFPLTAEQAKFLIYAQDKETQEKWQVAVNLSREPTLTEEPMKEPHEIEEIVFPRQLAKHSGALQRQKRDWVIPPINLPENSRGPFPQELVRIRSDRDKNLSLRYSVTGPGADQPPTGIFIINPISGQLSVTKPLDRELIARFHLRAHAVDINGNQVENPIDIVINVIDMNDNRPEFLHQVWNGSVPEGSKPGTYVMTVTAIDADDPNAL.... Result: 0 (no interaction). (2) The miRNA is hsa-miR-4752 with sequence UUGUGGAUCUCAAGGAUGUGCU. The protein sequence of the target gene is MGQLFSSPKSDENNDLPSSFTGYFKKFNTGRKIISQEILNLIELRMRKGNIQLTNSAISDALKEIDSSVLNVAVTGETGSGKSSFINTLRGIGNEEEGAAKTGVVEVTMERHPYKHPNIPNVVFWDLPGIGSTNFPPNTYLEKMKFYEYDFFIIISATRFKKNDIDIAKAISMMKKEFYFVRTKVDSDITNEADGKPQTFDKEKVLQDIRLNCVNTFRENGIAEPPIFLLSNKNVCHYDFPVLMDKLISDLPIYKRHNFMVSLPNITDSVIEKKRQFLKQRIWLEGFAADLVNIIPSLTF.... Result: 0 (no interaction). (3) The miRNA is mmu-miR-5101 with sequence UUUGUUUGUUUUGCUGAUGCAG. Result: 0 (no interaction). The protein sequence of the target gene is MASVAWAVLKVLLLLPTQTWSPVGAGNPPDCDSPLASALPRSSFSSSSELSSSHGPGFSRLNRRDGAGGWTPLVSNKYQWLQIDLGERMEVTAVATQGGYGSSDWVTSYLLMFSDGGRNWKQYRREESIWGFPGNTNADSVVHYRLQPPFEARFLRFLPLAWNPRGRIGMRIEVYGCAYKSEVVYFDGQSALLYTLDKKPLKPIRDVISLKFKAMQSNGILLHREGQHGNHITLELIKGKLVFFLNSGNAKLPSTIAPVTLTLGSLLDDQHWHSVLIELLDTQVNFTVDKHTHHFQAKGD.... (4) The miRNA is hsa-miR-6786-3p with sequence UGACGCCCCUUCUGAUUCUGCCU. The protein sequence of the target gene is MDSLDNTTLLLAPSSLLPDNLTLSPNAGSPSASTLSPLAVTSSPGPGLSLAPSPSIGFSPEATPTPEPTSSSLTVGVAGQGSSAFPRPWIPHEPPFWDTPLNHGLNVFVGAALCITMLGLGCTVDVNHFGAHVRRPVGALLAALCQFGFLPLLAFLLALIFKLDEVAAVAVLLCGCCPGGNLSNLMSLLVDGDMNLSIIMTISSTLLALVLMPLCLWIYSRAWINTPLVQLLPLGAVTLTLCSTLIPIGLGVFIRYKYNRVADYIVKVSLWSLLVTLVVLFIMTGTMLGPELLASIPATV.... Result: 0 (no interaction). (5) The miRNA is hsa-miR-1269a with sequence CUGGACUGAGCCGUGCUACUGG. The protein sequence of the target gene is MMKFKPNQTRTYDREGFKKRAACLCFRSEQEDEVLLVSSSRYPDQWIVPGGGMEPEEEPGGAAVREVYEEAGVKGKLGRLLGIFENQDRKHRTYVYVLTVTEILEDWEDSVNIGRKREWFKVEDAIKVLQCHKPVHAEYLEKLKLGCSPANGNSTVPSLPDNNALFVTAAQTSGLPSSVR. Result: 0 (no interaction). (6) The miRNA is cel-miR-60-3p with sequence UAUUAUGCACAUUUUCUAGUUCA. The protein sequence of the target gene is MEPSQCVEELEDDVFQPEDGEPVTQPGSLLSADLFAQSLLDCPLSRLQLFPLTHCCGPGLRPTSQEDKATQTLSPASPSQGVMLPCGVTEEPQRLFYGNAGYRLPLPASFPAVLPIGEQPPEGQWQHQAEVQIARKLQCIADQFHRLHVQQHQQNQNRVWWQILLFLHNLALNGEENRNGAGPR. Result: 0 (no interaction). (7) The miRNA is mmu-miR-466k with sequence UGUGUGUGUACAUGUACAUGUGA. The protein sequence of the target gene is MALRRLLLPPLLLSLLLSLASLHLPPGADAARGRSGNRTLNAGAVGGRRAGGALARGGRELNSTARASGVPEAGSRRGQSAAAAAAAAAAASATVTYETCWGYYDVSGQYDKEFECNNSESGYLYCCGTCYYRFCCKKRHEKLDQRQCTNYQSPVWVQTPSTKVVSPGPENKYDPEKDKTNFTVYITCGVIAFVIVAGVFAKVSYDKAHRPPREMNIHRALADILRQQGPIPIAHCERETISAIDTSPKENTPVRSTSKNHYTPVRTAKQTPGDRQYNHPILSSATQTPTHEKPRMNNIL.... Result: 1 (interaction). (8) The miRNA is mmu-miR-291b-5p with sequence GAUCAAAGUGGAGGCCCUCUCC. The protein sequence of the target gene is MSTIAAFYGGKSILITGATGFLGKVLMEKLFRTSPDLKVIYILVRPKAGQTLQQRVFQILDSKLFEKVKEVCPNVHEKIRAIYADLNQNDFAISKEDMQELLSCTNIIFHCAATVRFDDTLRHAVQLNVTATRQLLLMASQMPKLEAFIHISTAYSNCNLKHIDEVIYPCPVEPKKIIDSLEWLDDAIIDEITPKLIRDWPNIYTYTKALGEMVVQQESRNLNIAIIRPSIVGATWQEPFPGWVDNINGPNGIIIATGKGFLRAIKATPMAVADVIPVDTVVNLMLAVGWYTAVHRPKST.... Result: 0 (no interaction). (9) The miRNA is hsa-miR-4473 with sequence CUAGUGCUCUCCGUUACAAGUA. The protein sequence of the target gene is MRLLEKLCSSAAGSSAPKPAFAKVLTPNRIPEFCIPPRLPAPCTLESPIRAAAVPRRCAAESDLWPRAADEDAGRTDWDPRSQAALSLPHLPRVRTTYGFCALLESPHTRRKESLLLGGPPAPRPRAHSCGGGGGPDAPLGTLCGPRGPGPATPAAPGGPRLPQDALAAGPRRCRLLRVPDGLLSRALRAGRSRRLARVRSVSSGNEDEERRAGSESPARAPSSSPLSSRAPLPERLEAKGTVALGRAGDALRLAAEYCPGTRRLRLRLLRAESLFGGAPGPRAVRCRLSLVLRPPGTAR.... Result: 0 (no interaction).